This data is from Peptide-MHC class II binding affinity with 134,281 pairs from IEDB. The task is: Regression. Given a peptide amino acid sequence and an MHC pseudo amino acid sequence, predict their binding affinity value. This is MHC class II binding data. (1) The peptide sequence is GLRVVCAKYALA. The MHC is DRB1_0404 with pseudo-sequence DRB1_0404. The binding affinity (normalized) is 0.372. (2) The peptide sequence is IPVIVADDLTAAINK. The MHC is DRB3_0202 with pseudo-sequence DRB3_0202. The binding affinity (normalized) is 0. (3) The peptide sequence is APATPAAAGAEAGKA. The MHC is DRB1_0901 with pseudo-sequence DRB1_0901. The binding affinity (normalized) is 0.244.